Dataset: Reaction yield outcomes from USPTO patents with 853,638 reactions. Task: Predict the reaction yield, written as a fraction of the theoretical maximum amount of product (1.0 means a 100% yield; for example, 0.34 means a 34% yield). (1) The reactants are [F:1][C:2]([F:25])([C:18]1[CH:23]=[CH:22][C:21]([F:24])=[CH:20][N:19]=1)[C:3]1[N:12]=[C:11](SC)[C:10]2[C:5](=[C:6]([NH:15][CH:16]=[O:17])[CH:7]=[CH:8][CH:9]=2)[N:4]=1.ClC1C=CC=C(C(OO)=O)C=1.S([O-])([O-])(=O)=S.[Na+].[Na+].C(=O)(O)[O-].[Na+].[CH3:49][C:50]1[NH:54][N:53]=[C:52]([NH2:55])[CH:51]=1. The catalyst is C(Cl)Cl.C1COCC1. The product is [F:1][C:2]([F:25])([C:18]1[CH:23]=[CH:22][C:21]([F:24])=[CH:20][N:19]=1)[C:3]1[N:12]=[C:11]([NH:55][C:52]2[CH:51]=[C:50]([CH3:49])[NH:54][N:53]=2)[C:10]2[C:5](=[C:6]([NH:15][CH:16]=[O:17])[CH:7]=[CH:8][CH:9]=2)[N:4]=1. The yield is 0.350. (2) The reactants are [Li+].C[Si]([N-][Si](C)(C)C)(C)C.[OH:11][C:12]1[CH:17]=[CH:16][CH:15]=[C:14]([OH:18])[C:13]=1[C:19](=O)[CH3:20].C[Si](Cl)(C)C.C1C(=O)N(Br)C(=[O:30])C1.[OH-].[Na+]. The catalyst is C1COCC1. The product is [OH:11][C:12]1[C:13]2[CH2:19][C:20](=[O:30])[O:18][C:14]=2[CH:15]=[CH:16][CH:17]=1. The yield is 0.460. (3) The reactants are [O:1]([CH2:8][CH2:9][CH2:10][CH2:11][CH2:12][CH2:13][C:14]([C:16]1[O:17][C:18]([CH2:21][O:22]CC2C=CC=CC=2)=[N:19][N:20]=1)=[O:15])[C:2]1[CH:7]=[CH:6][CH:5]=[CH:4][CH:3]=1.C1CC=CCC=1. The catalyst is CC(O)=O.CO.[Pd]. The product is [OH:22][CH2:21][C:18]1[O:17][C:16]([C:14](=[O:15])[CH2:13][CH2:12][CH2:11][CH2:10][CH2:9][CH2:8][O:1][C:2]2[CH:3]=[CH:4][CH:5]=[CH:6][CH:7]=2)=[N:20][N:19]=1. The yield is 0.250. (4) The yield is 0.800. The reactants are [O:1]=[C:2]1[C:10]2[CH:9]=[CH:8][CH:7]=[C:6]([C:11]#[N:12])[C:5]=2[CH2:4][CH2:3]1.[BH4-].[Na+]. The product is [OH:1][CH:2]1[C:10]2[CH:9]=[CH:8][CH:7]=[C:6]([C:11]#[N:12])[C:5]=2[CH2:4][CH2:3]1. The catalyst is C(O)C. (5) The reactants are C([O:3][C:4]([C:6]1[CH:11]=[CH:10][N:9]=[C:8]([C:12]2[C:13]3[CH:20]=[CH:19][CH:18]=[C:17]([F:21])[C:14]=3[S:15][CH:16]=2)[N:7]=1)=[CH2:5])C.C1C(=O)N([Br:29])C(=O)C1. The catalyst is C1COCC1.O. The product is [Br:29][CH2:3][C:4]([C:6]1[CH:11]=[CH:10][N:9]=[C:8]([C:12]2[C:13]3[CH:20]=[CH:19][CH:18]=[C:17]([F:21])[C:14]=3[S:15][CH:16]=2)[N:7]=1)=[O:5]. The yield is 0.700. (6) The yield is 1.00. No catalyst specified. The reactants are [F:1][C:2]1[CH:10]=[C:9]2[C:5]([C:6]([C:20]3[CH:21]=[CH:22][C:23]([NH:26][CH2:27][CH2:28]CN)=[N:24][CH:25]=3)=[CH:7][N:8]2[S:11]([C:14]2[CH:19]=[CH:18][CH:17]=[CH:16][CH:15]=2)(=[O:13])=[O:12])=[CH:4][CH:3]=1.ClC1[N:37]=[CH:36][C:35](C2C3C(=CC(F)=CC=3)N(S(C3C=CC=CC=3)(=O)=O)C=2)=CC=1.N1CCNCC1. The product is [F:1][C:2]1[CH:10]=[C:9]2[C:5]([C:6]([C:20]3[CH:25]=[N:24][C:23]([N:26]4[CH2:27][CH2:28][NH:37][CH2:36][CH2:35]4)=[CH:22][CH:21]=3)=[CH:7][N:8]2[S:11]([C:14]2[CH:19]=[CH:18][CH:17]=[CH:16][CH:15]=2)(=[O:12])=[O:13])=[CH:4][CH:3]=1. (7) The reactants are C1([SiH3])C=CC=CC=1.N1CCCC1.CO.[O:15]([C:22]1[CH:23]=[C:24]([C:28]2[CH2:29][CH2:30][CH2:31][N:32]=2)[CH:25]=[CH:26][CH:27]=1)[C:16]1[CH:21]=[CH:20][CH:19]=[CH:18][CH:17]=1. The catalyst is C1COCC1. The product is [O:15]([C:22]1[CH:23]=[C:24]([C@@H:28]2[CH2:29][CH2:30][CH2:31][NH:32]2)[CH:25]=[CH:26][CH:27]=1)[C:16]1[CH:17]=[CH:18][CH:19]=[CH:20][CH:21]=1. The yield is 0.480.